This data is from Forward reaction prediction with 1.9M reactions from USPTO patents (1976-2016). The task is: Predict the product of the given reaction. (1) Given the reactants [CH3:1][C:2]([C:5]1[NH:9][C:8]2[CH2:10][CH2:11][CH2:12][C:13](=[O:14])[C:7]=2[N:6]=1)([CH3:4])[CH3:3].Br[CH2:16][C:17]1[CH:22]=[CH:21][C:20]([Cl:23])=[CH:19][CH:18]=1.[OH-].[Na+], predict the reaction product. The product is: [Cl:23][C:20]1[CH:21]=[CH:22][C:17]([CH2:16][N:6]2[C:7]3[C:13](=[O:14])[CH2:12][CH2:11][CH2:10][C:8]=3[N:9]=[C:5]2[C:2]([CH3:1])([CH3:3])[CH3:4])=[CH:18][CH:19]=1. (2) Given the reactants [OH:1][N:2]1[C:6](=[O:7])[C:5]2=[CH:8][CH:9]=[CH:10][CH:11]=[C:4]2[C:3]1=[O:12].[F:13][C:14]1[CH:19]=[CH:18][C:17](B(O)O)=[CH:16][CH:15]=1.N1C=CC=CC=1, predict the reaction product. The product is: [F:13][C:14]1[CH:19]=[CH:18][C:17]([O:1][N:2]2[C:3](=[O:12])[C:4]3=[CH:11][CH:10]=[CH:9][CH:8]=[C:5]3[C:6]2=[O:7])=[CH:16][CH:15]=1. (3) Given the reactants [CH3:1][C@H:2]1[C@@H:6]([C:7]2[CH:12]=[CH:11][CH:10]=[CH:9][CH:8]=2)OC(=O)[NH:3]1.O1CCNC1=O.NC(CC1C=CC=CC=1)C.[NH2:30][C@H:31]([C:36]([OH:38])=[O:37])[CH2:32][C:33]([OH:35])=[O:34], predict the reaction product. The product is: [NH2:30][C@H:31]([C:36]([OH:38])=[O:37])[CH2:32][C:33]([OH:35])=[O:34].[NH2:3][CH:2]([CH2:6][C:7]1[CH:12]=[CH:11][CH:10]=[CH:9][CH:8]=1)[CH3:1]. (4) The product is: [NH2:12][CH:5]1[CH:6]2[CH2:11][C:2]3([OH:1])[CH2:9][CH:8]([CH2:10][CH:4]1[CH2:3]3)[CH2:7]2. Given the reactants [OH:1][C:2]12[CH2:11][CH:6]3[CH2:7][CH:8]([CH2:10][CH:4]([C:5]3=[N:12]O)[CH2:3]1)[CH2:9]2.[H][H], predict the reaction product. (5) Given the reactants [Cl:1][C:2]1[CH:3]=[C:4]([CH:8]=[CH:9][C:10]=1[Cl:11])[C:5](Cl)=[O:6].[NH2:12][C:13]1[CH:32]=[CH:31][C:16]([O:17][C:18]2[CH:23]=[CH:22][C:21]([CH2:24][CH2:25][C:26]([O:28][CH2:29][CH3:30])=[O:27])=[CH:20][CH:19]=2)=[CH:15][CH:14]=1.C(N(CC)CC)C.O, predict the reaction product. The product is: [Cl:1][C:2]1[CH:3]=[C:4]([CH:8]=[CH:9][C:10]=1[Cl:11])[C:5]([NH:12][C:13]1[CH:14]=[CH:15][C:16]([O:17][C:18]2[CH:23]=[CH:22][C:21]([CH2:24][CH2:25][C:26]([O:28][CH2:29][CH3:30])=[O:27])=[CH:20][CH:19]=2)=[CH:31][CH:32]=1)=[O:6]. (6) Given the reactants [F:1][C:2]([F:29])([F:28])[C:3]1[CH:8]=[CH:7][C:6]([N:9]2[C:13]([CH2:14][N:15]3[CH2:20][CH2:19][N:18](C(OC(C)(C)C)=O)[CH2:17][CH2:16]3)=[N:12][N:11]=[N:10]2)=[CH:5][CH:4]=1.Cl.O1CCOCC1, predict the reaction product. The product is: [F:29][C:2]([F:1])([F:28])[C:3]1[CH:4]=[CH:5][C:6]([N:9]2[C:13]([CH2:14][N:15]3[CH2:20][CH2:19][NH:18][CH2:17][CH2:16]3)=[N:12][N:11]=[N:10]2)=[CH:7][CH:8]=1. (7) Given the reactants [NH2:1][C:2](=[S:17])[CH2:3][N:4]1[C:8]([CH3:9])=[C:7]([C:10]([O:12]C(C)(C)C)=[O:11])[CH:6]=[N:5]1.Br[CH2:19][C:20]([C:22]1[CH:27]=[CH:26][CH:25]=[C:24]([C:28]([F:31])([F:30])[F:29])[CH:23]=1)=O, predict the reaction product. The product is: [CH3:9][C:8]1[N:4]([CH2:3][C:2]2[S:17][CH:19]=[C:20]([C:22]3[CH:27]=[CH:26][CH:25]=[C:24]([C:28]([F:29])([F:30])[F:31])[CH:23]=3)[N:1]=2)[N:5]=[CH:6][C:7]=1[C:10]([OH:12])=[O:11].